From a dataset of Reaction yield outcomes from USPTO patents with 853,638 reactions. Predict the reaction yield, written as a fraction of the theoretical maximum amount of product (1.0 means a 100% yield; for example, 0.34 means a 34% yield). (1) The yield is 0.312. The catalyst is O1CCCC1. The product is [F:1][C:2]1[CH:3]=[C:4]([CH:9]=[C:10]([F:12])[C:11]=1[CH:23]=[O:24])[C:5]([O:7][CH3:8])=[O:6]. The reactants are [F:1][C:2]1[CH:3]=[C:4]([CH:9]=[C:10]([F:12])[CH:11]=1)[C:5]([O:7][CH3:8])=[O:6].C([N-]C(C)C)(C)C.[Li+].CN(C)[CH:23]=[O:24].[Cl-].[NH4+]. (2) The reactants are [C:1]([C:3]1[CH:4]=[N:5][N:6]2[C:11](=[O:12])[C:10]([CH:13]([CH3:15])[CH3:14])=[C:9]([C:16]3[CH:17]=[N:18][N:19]([C:21]([CH3:26])([CH3:25])[C:22]([OH:24])=O)[CH:20]=3)[NH:8][C:7]=12)#[N:2].Cl.CN.[CH3:30][N:31](C(ON1N=NC2C=CC=NC1=2)=[N+](C)C)C.F[P-](F)(F)(F)(F)F.CCN(C(C)C)C(C)C. The catalyst is CN(C=O)C. The product is [C:1]([C:3]1[CH:4]=[N:5][N:6]2[C:11](=[O:12])[C:10]([CH:13]([CH3:14])[CH3:15])=[C:9]([C:16]3[CH:17]=[N:18][N:19]([C:21]([CH3:25])([CH3:26])[C:22]([NH:31][CH3:30])=[O:24])[CH:20]=3)[NH:8][C:7]=12)#[N:2]. The yield is 0.320. (3) The reactants are [Br:1][C:2]1[CH:14]=[CH:13][C:12]2[C:11]3[C:6](=[CH:7][C:8]([Br:15])=[CH:9][CH:10]=3)[CH2:5][C:4]=2[CH:3]=1.C(O)(=[O:18])C. No catalyst specified. The product is [Br:1][C:2]1[C:3](=[O:18])[C:4]2[C:12](=[CH:13][CH:14]=1)[C:11]1[C:6](=[CH:7][C:8]([Br:15])=[CH:9][CH:10]=1)[CH:5]=2. The yield is 0.980. (4) The reactants are CC1C=C(N2CCN(CC3C=CC(C(F)(F)F)=CC=3)C2=O)SC=1C(O)=O.[CH2:27]([NH:34][C:35]([C:37]1[S:41][C:40]([N:42]2[CH2:46][CH2:45][N:44]([CH2:47][C:48]([OH:50])=O)[C:43]2=[O:51])=[N:39][C:38]=1[CH3:52])=[O:36])[C:28]1[CH:33]=[CH:32][CH:31]=[CH:30][CH:29]=1.[F:53][C:54]1[CH:61]=[CH:60][C:57]([CH2:58][NH2:59])=[CH:56][CH:55]=1. No catalyst specified. The product is [CH2:27]([NH:34][C:35]([C:37]1[S:41][C:40]([N:42]2[CH2:46][CH2:45][N:44]([CH2:47][C:48]([NH:59][CH2:58][C:57]3[CH:60]=[CH:61][C:54]([F:53])=[CH:55][CH:56]=3)=[O:50])[C:43]2=[O:51])=[N:39][C:38]=1[CH3:52])=[O:36])[C:28]1[CH:33]=[CH:32][CH:31]=[CH:30][CH:29]=1. The yield is 0.750. (5) The reactants are [C:1]([O:5][C:6]([NH:8][C:9](=[CH:14][C:15]1[CH:20]=[CH:19][C:18]([C:21]2[S:22][C:23]([C:26]3[CH:31]=[CH:30][C:29]([O:32][CH2:33][CH2:34][CH2:35][CH2:36][CH2:37][CH2:38][CH3:39])=[CH:28][CH:27]=3)=[CH:24][N:25]=2)=[CH:17][CH:16]=1)[C:10]([O:12][CH3:13])=[O:11])=[O:7])([CH3:4])([CH3:3])[CH3:2].[H][H]. The catalyst is O1CCOCC1.[Pd]. The product is [C:1]([O:5][C:6]([NH:8][CH:9]([CH2:14][C:15]1[CH:20]=[CH:19][C:18]([C:21]2[S:22][C:23]([C:26]3[CH:31]=[CH:30][C:29]([O:32][CH2:33][CH2:34][CH2:35][CH2:36][CH2:37][CH2:38][CH3:39])=[CH:28][CH:27]=3)=[CH:24][N:25]=2)=[CH:17][CH:16]=1)[C:10]([O:12][CH3:13])=[O:11])=[O:7])([CH3:2])([CH3:4])[CH3:3]. The yield is 0.290. (6) The reactants are [CH2:1]([N:8]1[CH:12]([C:13]([N:15]2[CH2:20][CH2:19][N:18]([C:21]3[CH:26]=[CH:25][CH:24]=[CH:23][C:22]=3[C:27]([CH3:30])([CH3:29])[CH3:28])[CH2:17][CH2:16]2)=[O:14])[CH2:11][CH2:10][C:9]1=[O:31])[C:2]1C=CC=CC=1.[OH-:32].[Li+].Cl.C[OH:36]. No catalyst specified. The product is [C:27]([C:22]1[CH:23]=[CH:24][CH:25]=[CH:26][C:21]=1[N:18]1[CH2:19][CH2:20][N:15]([C:13]([CH:12]2[CH2:11][CH2:10][C:9](=[O:31])[N:8]2[CH2:1][C:2]([OH:36])=[O:32])=[O:14])[CH2:16][CH2:17]1)([CH3:30])([CH3:29])[CH3:28]. The yield is 0.640.